Dataset: Reaction yield outcomes from USPTO patents with 853,638 reactions. Task: Predict the reaction yield, written as a fraction of the theoretical maximum amount of product (1.0 means a 100% yield; for example, 0.34 means a 34% yield). (1) The reactants are Br[C:2]1[C:3]2[C:4]3[CH:17]=[CH:16][S:15][C:5]=3[C:6](=[O:14])[NH:7][C:8]=2[CH:9]=[CH:10][C:11]=1[O:12][CH3:13].[CH2:18]([N:20]([CH2:43][CH3:44])[CH2:21][CH2:22][NH:23][CH2:24][CH2:25][CH2:26][O:27][C:28]1[CH:33]=[CH:32][C:31](B2OC(C)(C)C(C)(C)O2)=[CH:30][CH:29]=1)[CH3:19]. No catalyst specified. The product is [CH2:43]([N:20]([CH2:18][CH3:19])[CH2:21][CH2:22][NH:23][CH2:24][CH2:25][CH2:26][O:27][C:28]1[CH:29]=[CH:30][C:31]([C:2]2[C:3]3[C:4]4[CH:17]=[CH:16][S:15][C:5]=4[C:6](=[O:14])[NH:7][C:8]=3[CH:9]=[CH:10][C:11]=2[O:12][CH3:13])=[CH:32][CH:33]=1)[CH3:44]. The yield is 0.370. (2) The product is [C:1]([NH:4][C@@H:5]([CH2:10][C:11]1[CH:12]=[CH:13][C:14]([C:17]2[C:18]3[C:23]([CH:24]=[C:25]4[C:30]=2[CH:29]=[CH:28][CH:27]=[CH:26]4)=[CH:22][CH:21]=[CH:20][CH:19]=3)=[CH:15][CH:16]=1)[C:6]([OH:8])=[O:7])(=[O:3])[CH3:2]. The catalyst is C1COCC1.O.O. The yield is 0.900. The reactants are [C:1]([NH:4][C@@H:5]([CH2:10][C:11]1[CH:16]=[CH:15][C:14]([C:17]2[C:18]3[C:23]([CH:24]=[C:25]4[C:30]=2[CH:29]=[CH:28][CH:27]=[CH:26]4)=[CH:22][CH:21]=[CH:20][CH:19]=3)=[CH:13][CH:12]=1)[C:6]([O:8]C)=[O:7])(=[O:3])[CH3:2].O.[OH-].[Li+]. (3) The reactants are [CH3:1][O:2][C:3]1[CH:4]=[C:5]([CH2:20][C:21]([N:23]([CH2:25][CH2:26][CH2:27][C:28]2[CH:38]=[CH:37][C:31]([C:32]([O:34]CC)=[O:33])=[CH:30][CH:29]=2)[CH3:24])=[O:22])[CH:6]=[CH:7][C:8]=1[NH:9][C:10]([NH:12][C:13]1[CH:18]=[CH:17][CH:16]=[CH:15][C:14]=1[CH3:19])=[O:11].[OH-].[Na+].Cl. The catalyst is C1COCC1.C[C@H]1O[C@H]2[C@H](O)[C@@H](O)[C@H](OC3C4C(=CC5OCOC=5C=4)[C@@H](C4C=C(OC)C(O)=C(OC)C=4)[C@@H]4[C@@H]3COC4=O)O[C@@H]2CO1.C1COP(NCCCl)(=O)N(CCCl)C1.[NH2-].[NH2-].Cl[Pt+2]Cl. The product is [CH3:1][O:2][C:3]1[CH:4]=[C:5]([CH2:20][C:21]([N:23]([CH2:25][CH2:26][CH2:27][C:28]2[CH:29]=[CH:30][C:31]([C:32]([OH:34])=[O:33])=[CH:37][CH:38]=2)[CH3:24])=[O:22])[CH:6]=[CH:7][C:8]=1[NH:9][C:10]([NH:12][C:13]1[CH:18]=[CH:17][CH:16]=[CH:15][C:14]=1[CH3:19])=[O:11]. The yield is 0.280.